Dataset: Full USPTO retrosynthesis dataset with 1.9M reactions from patents (1976-2016). Task: Predict the reactants needed to synthesize the given product. Given the product [CH3:17][O:18][CH:2]([C:3]([CH3:5])=[O:4])[C:1]([O:7][CH2:8][CH3:9])=[O:6], predict the reactants needed to synthesize it. The reactants are: [C:1]([O:7][CH2:8][CH3:9])(=[O:6])[CH2:2][C:3]([CH3:5])=[O:4].IC1C=CC=CC=1.[CH3:17][OH:18].